Dataset: Peptide-MHC class II binding affinity with 134,281 pairs from IEDB. Task: Regression. Given a peptide amino acid sequence and an MHC pseudo amino acid sequence, predict their binding affinity value. This is MHC class II binding data. (1) The peptide sequence is YKLGPSPKARSERPA. The MHC is DRB1_0405 with pseudo-sequence DRB1_0405. The binding affinity (normalized) is 0.129. (2) The peptide sequence is IPKGDFLTGPLNFTG. The MHC is HLA-DQA10501-DQB10201 with pseudo-sequence HLA-DQA10501-DQB10201. The binding affinity (normalized) is 0.134. (3) The peptide sequence is IPVIVADDLTAAINK. The MHC is DRB3_0301 with pseudo-sequence DRB3_0301. The binding affinity (normalized) is 0.680. (4) The peptide sequence is FAATAGTTVYGAFAA. The MHC is HLA-DPA10103-DPB10601 with pseudo-sequence HLA-DPA10103-DPB10601. The binding affinity (normalized) is 0.0986. (5) The peptide sequence is RPAPGGKAYMDVISR. The MHC is DRB1_0301 with pseudo-sequence DRB1_0301. The binding affinity (normalized) is 0.375. (6) The peptide sequence is AMTDTTPFGQQRVFK. The MHC is DRB5_0101 with pseudo-sequence DRB5_0101. The binding affinity (normalized) is 0.478. (7) The peptide sequence is IKTLKFDALSGSQEV. The MHC is HLA-DQA10103-DQB10603 with pseudo-sequence HLA-DQA10103-DQB10603. The binding affinity (normalized) is 0.212.